Task: Predict the reactants needed to synthesize the given product.. Dataset: Full USPTO retrosynthesis dataset with 1.9M reactions from patents (1976-2016) (1) Given the product [NH:22]([C:23]([N:8]1[CH2:7][CH2:6][N:5]([C:9]([O:11][C:12]([CH3:15])([CH3:14])[CH3:13])=[O:10])[CH2:4][CH:3]1[CH2:2][OH:1])=[O:24])[C:16]1[CH:21]=[CH:20][CH:19]=[CH:18][CH:17]=1, predict the reactants needed to synthesize it. The reactants are: [OH:1][CH2:2][CH:3]1[NH:8][CH2:7][CH2:6][N:5]([C:9]([O:11][C:12]([CH3:15])([CH3:14])[CH3:13])=[O:10])[CH2:4]1.[C:16]1([N:22]=[C:23]=[O:24])[CH:21]=[CH:20][CH:19]=[CH:18][CH:17]=1. (2) The reactants are: [CH3:1][C:2]1[CH:3]=[C:4]([C:19]2[S:23][C:22]([C:24]3([C:34]#[N:35])[CH2:33][CH2:32][C:27]4([O:31][CH2:30][CH2:29][O:28]4)[CH2:26][CH2:25]3)=[N:21][CH:20]=2)[CH:5]=[C:6]([NH:8][C:9]2[N:14]=[C:13]([C:15]([F:18])([F:17])[F:16])[CH:12]=[CH:11][N:10]=2)[CH:7]=1.C(=O)([O-])[O-:37].[K+].[K+].OO. Given the product [CH3:1][C:2]1[CH:3]=[C:4]([C:19]2[S:23][C:22]([C:24]3([C:34]([NH2:35])=[O:37])[CH2:25][CH2:26][C:27]4([O:28][CH2:29][CH2:30][O:31]4)[CH2:32][CH2:33]3)=[N:21][CH:20]=2)[CH:5]=[C:6]([NH:8][C:9]2[N:14]=[C:13]([C:15]([F:17])([F:18])[F:16])[CH:12]=[CH:11][N:10]=2)[CH:7]=1, predict the reactants needed to synthesize it. (3) Given the product [F:1][C:2]1[C:3](=[O:24])[N:4]2[C:9](=[C:10]([C:21]([NH:33][O:32][CH2:31][CH2:30][OH:29])=[O:23])[C:11]=1[NH:12][C:13]1[CH:18]=[CH:17][C:16]([I:19])=[CH:15][C:14]=1[F:20])[CH2:8][CH2:7][CH2:6][CH2:5]2, predict the reactants needed to synthesize it. The reactants are: [F:1][C:2]1[C:3](=[O:24])[N:4]2[C:9](=[C:10]([C:21]([OH:23])=O)[C:11]=1[NH:12][C:13]1[CH:18]=[CH:17][C:16]([I:19])=[CH:15][C:14]=1[F:20])[CH2:8][CH2:7][CH2:6][CH2:5]2.C([O:29][CH2:30][CH2:31][O:32][NH2:33])(C)(C)C.ON1C2C=CC=CC=2N=N1.C(N=C=NCCCN(C)C)C.C(N(CC)CC)C. (4) Given the product [ClH:47].[CH3:1][N:2]1[CH:6]=[C:5]([C:7]2[N:12]=[C:11]3[N:13]([CH2:16][C@H:17]4[O:18][CH2:19][CH2:20][N:21]([C:23]5[N:28]=[CH:27][C:26]([C:29]6[CH:30]=[N:31][N:32]([CH:34]7[CH2:39][CH2:38][NH:37][CH2:36][CH2:35]7)[CH:33]=6)=[CH:25][N:24]=5)[CH2:22]4)[N:14]=[N:15][C:10]3=[N:9][CH:8]=2)[CH:4]=[N:3]1, predict the reactants needed to synthesize it. The reactants are: [CH3:1][N:2]1[CH:6]=[C:5]([C:7]2[N:12]=[C:11]3[N:13]([CH2:16][C@@H:17]4[CH2:22][N:21]([C:23]5[N:28]=[CH:27][C:26]([C:29]6[CH:30]=[N:31][N:32]([CH:34]7[CH2:39][CH2:38][N:37](C(OC(C)(C)C)=O)[CH2:36][CH2:35]7)[CH:33]=6)=[CH:25][N:24]=5)[CH2:20][CH2:19][O:18]4)[N:14]=[N:15][C:10]3=[N:9][CH:8]=2)[CH:4]=[N:3]1.[ClH:47]. (5) The reactants are: CC(O[CH2:5][C:6]1[C:11]2=[CH:12][CH:13]=[C:14](C=O)[C:10]2=[CH:9]OC=1)=O.[NH2:17]CCC[N:21]1[CH:25]=[CH:24][N:23]=[CH:22]1. Given the product [CH:9]1[NH:17][CH:5]=[CH:6][C:11]2[C:10]=1[CH:14]=[CH:13][CH:12]=2.[NH:21]1[CH:25]=[CH:24][N:23]=[CH:22]1, predict the reactants needed to synthesize it. (6) Given the product [CH2:1]([O:3][C:4](=[O:7])[C:5]#[C:6][C:14]([OH:15])([CH3:16])[CH3:13])[CH3:2], predict the reactants needed to synthesize it. The reactants are: [CH2:1]([O:3][C:4](=[O:7])[C:5]#[CH:6])[CH3:2].C([Li])CCC.[CH3:13][C:14]([CH3:16])=[O:15]. (7) Given the product [F:24][C:21]1[CH:22]=[CH:23][C:18]2[N:17]=[CH:16][N:15]([C:5]3[N:6]=[C:7]4[C:2]([NH:1][C:30](=[O:31])[N:8]4[CH:9]4[CH2:10][CH2:11][O:12][CH2:13][CH2:14]4)=[C:3]([C:25]([O:27][CH2:28][CH3:29])=[O:26])[N:4]=3)[C:19]=2[CH:20]=1, predict the reactants needed to synthesize it. The reactants are: [NH2:1][C:2]1[C:3]([C:25]([O:27][CH2:28][CH3:29])=[O:26])=[N:4][C:5]([N:15]2[C:19]3[CH:20]=[C:21]([F:24])[CH:22]=[CH:23][C:18]=3[N:17]=[CH:16]2)=[N:6][C:7]=1[NH:8][CH:9]1[CH2:14][CH2:13][O:12][CH2:11][CH2:10]1.[C:30](C1NC=CN=1)(C1NC=CN=1)=[O:31]. (8) Given the product [NH2:9][C:5]1[N:6]=[C:7]([Cl:8])[C:2]([C:15]2[CH:16]=[CH:17][C:12]([C:10]#[N:11])=[CH:13][CH:14]=2)=[N:3][CH:4]=1, predict the reactants needed to synthesize it. The reactants are: Br[C:2]1[N:3]=[CH:4][C:5]([NH2:9])=[N:6][C:7]=1[Cl:8].[C:10]([C:12]1[CH:17]=[CH:16][C:15](B(O)O)=[CH:14][CH:13]=1)#[N:11].C(=O)([O-])[O-].[Na+].[Na+]. (9) Given the product [CH:1]1([C:7]2[CH:20]=[CH:19][C:10]([O:11][CH2:12][C@H:13]3[O:17][C:16]4=[N:18][C:35](=[O:38])[CH:34]=[C:33]([CH2:32][CH3:26])[N:15]4[CH2:14]3)=[CH:9][CH:8]=2)[CH2:2][CH2:3][CH2:4][CH2:5][CH2:6]1, predict the reactants needed to synthesize it. The reactants are: [CH:1]1([C:7]2[CH:20]=[CH:19][C:10]([O:11][CH2:12][C@H:13]3[O:17][C:16]([NH2:18])=[N:15][CH2:14]3)=[CH:9][CH:8]=2)[CH2:6][CH2:5][CH2:4][CH2:3][CH2:2]1.C1O[C@H]1CCl.[CH:26]1([C:32]2C=C[C:35]([OH:38])=[CH:34][CH:33]=2)CCCCC1.C(OCC)(=O)C#CCC. (10) Given the product [NH2:7][CH2:8][CH2:9][CH2:10][C:11]1[CH:12]=[CH:13][C:14]2[C:20]3[N:21]=[C:22]([NH:25][C:26]4[CH:31]=[CH:30][C:29]([O:32][CH3:33])=[C:28]([O:34][CH3:35])[CH:27]=4)[N:23]=[CH:24][C:19]=3[CH2:18][C:17](=[O:36])[NH:16][C:15]=2[CH:37]=1, predict the reactants needed to synthesize it. The reactants are: C(OC(=O)[NH:7][CH2:8][C:9]#[C:10][C:11]1[CH:12]=[CH:13][C:14]2[C:20]3[N:21]=[C:22]([NH:25][C:26]4[CH:31]=[CH:30][C:29]([O:32][CH3:33])=[C:28]([O:34][CH3:35])[CH:27]=4)[N:23]=[CH:24][C:19]=3[CH2:18][C:17](=[O:36])[NH:16][C:15]=2[CH:37]=1)(C)(C)C.C(OC(=O)NCCCC1C=CC2C3N=C(NC4C=CC(OC)=C(OC)C=4)N=CC=3CC(=O)NC=2C=1)(C)(C)C.